Task: Predict the reactants needed to synthesize the given product.. Dataset: Full USPTO retrosynthesis dataset with 1.9M reactions from patents (1976-2016) (1) Given the product [NH2:20][C:18]1[CH:17]=[CH:16][C:3]([O:4][C:5]2[CH:6]=[C:7]([C:11]3([C:14]#[N:15])[CH2:13][CH2:12]3)[CH:8]=[CH:9][CH:10]=2)=[C:2]([Cl:1])[CH:19]=1, predict the reactants needed to synthesize it. The reactants are: [Cl:1][C:2]1[CH:19]=[C:18]([N+:20]([O-])=O)[CH:17]=[CH:16][C:3]=1[O:4][C:5]1[CH:6]=[C:7]([C:11]2([C:14]#[N:15])[CH2:13][CH2:12]2)[CH:8]=[CH:9][CH:10]=1.[Cl-].[Ca+2].[Cl-].C(O)C. (2) The reactants are: [C:1]1([NH:7][C:8]([C:10]2[CH:15]=[CH:14][C:13]([C:16]3[CH:21]=[CH:20][C:19]([NH:22][C:23]([C:25]4[O:29][C:28]([N:30]5[CH2:35][CH2:34][CH2:33][CH:32]([CH3:36])[CH2:31]5)=[N:27][C:26]=4[C:37]([F:40])([F:39])[F:38])=[O:24])=[CH:18][CH:17]=3)=[CH:12][CH:11]=2)=[O:9])[CH:6]=[CH:5][CH:4]=[CH:3][CH:2]=1.CC1CCCN([C:48]2[O:49]C(C(NC3C=CC(C4C=CC(C(O)=O)=CC=4)=CC=3)=O)=C(C(F)(F)F)N=2)C1.COC1C(N)=CC=CC=1. Given the product [CH3:48][O:49][C:2]1[CH:3]=[CH:4][CH:5]=[CH:6][C:1]=1[NH:7][C:8]([C:10]1[CH:11]=[CH:12][C:13]([C:16]2[CH:17]=[CH:18][C:19]([NH:22][C:23]([C:25]3[O:29][C:28]([N:30]4[CH2:35][CH2:34][CH2:33][CH:32]([CH3:36])[CH2:31]4)=[N:27][C:26]=3[C:37]([F:40])([F:39])[F:38])=[O:24])=[CH:20][CH:21]=2)=[CH:14][CH:15]=1)=[O:9], predict the reactants needed to synthesize it. (3) Given the product [N+:1]([C:4]1[CH:5]=[CH:6][C:7]([CH2:10][CH2:11][CH2:12][C:13]#[N:15])=[CH:8][CH:9]=1)([O-:3])=[O:2], predict the reactants needed to synthesize it. The reactants are: [N+:1]([C:4]1[CH:9]=[CH:8][C:7]([CH2:10][CH2:11][CH2:12][C:13]([NH2:15])=O)=[CH:6][CH:5]=1)([O-:3])=[O:2].C(OC(C(F)(F)F)=O)(C(F)(F)F)=O. (4) Given the product [CH3:12][CH:7]1[C:8]2[C:3](=[C:2]([C:15]3[CH:20]=[CH:19][CH:18]=[CH:17][N:16]=3)[CH:11]=[CH:10][CH:9]=2)[CH2:4][CH2:5][NH:6]1, predict the reactants needed to synthesize it. The reactants are: Br[C:2]1[CH:11]=[CH:10][CH:9]=[C:8]2[C:3]=1[CH2:4][CH2:5][NH:6][CH:7]2[CH3:12].C[Sn](C)(C)[C:15]1[CH:20]=[CH:19][CH:18]=[CH:17][N:16]=1. (5) Given the product [CH2:5]([N:1]([CH2:2][CH3:3])[CH2:6][C@@H:7]1[CH2:11][CH2:10][CH2:9][NH:8]1)[CH3:4], predict the reactants needed to synthesize it. The reactants are: [N:1]1([CH2:6][C@@H:7]2[CH2:11][CH2:10][CH2:9][NH:8]2)[CH2:5][CH2:4][CH2:3][CH2:2]1.C(NCC)C. (6) Given the product [Br:9][C:10]1[CH:15]=[CH:14][C:13]([C:16]2[CH2:17][CH2:18][CH:19]([CH2:22][CH2:23][CH3:24])[CH2:20][CH:21]=2)=[C:12]([F:25])[C:11]=1[CH:29]=[O:30], predict the reactants needed to synthesize it. The reactants are: [Li+].CC([N-]C(C)C)C.[Br:9][C:10]1[CH:15]=[CH:14][C:13]([C:16]2[CH2:17][CH2:18][CH:19]([CH2:22][CH2:23][CH3:24])[CH2:20][CH:21]=2)=[C:12]([F:25])[CH:11]=1.CN([CH:29]=[O:30])C. (7) Given the product [Cl:1][C:2]1[C:3](=[O:10])[NH:4][C:5]([CH3:9])=[CH:6][C:7]=1[O:8][CH2:25][C:24]1[CH:27]=[CH:28][C:29]([F:31])=[CH:30][C:23]=1[F:22], predict the reactants needed to synthesize it. The reactants are: [Cl:1][C:2]1[C:3](=[O:10])[NH:4][C:5]([CH3:9])=[CH:6][C:7]=1[OH:8].C1CCN2C(=NCCC2)CC1.[F:22][C:23]1[CH:30]=[C:29]([F:31])[CH:28]=[CH:27][C:24]=1[CH2:25]Br.